From a dataset of Reaction yield outcomes from USPTO patents with 853,638 reactions. Predict the reaction yield, written as a fraction of the theoretical maximum amount of product (1.0 means a 100% yield; for example, 0.34 means a 34% yield). (1) The reactants are C1CCCCC=1.C([O:14][C:15]1[CH:32]=[CH:31][C:18]2[CH:19]=[C:20]([C:23]3[CH:28]=[CH:27][C:26]([O:29][CH3:30])=[CH:25][CH:24]=3)[CH2:21][O:22][C:17]=2[CH:16]=1)C1C=CC=CC=1. The catalyst is C(O)C.[OH-].[OH-].[Pd+2]. The product is [OH:14][C:15]1[CH:32]=[CH:31][C:18]2[CH:19]=[C:20]([C:23]3[CH:28]=[CH:27][C:26]([O:29][CH3:30])=[CH:25][CH:24]=3)[CH2:21][O:22][C:17]=2[CH:16]=1. The yield is 0.940. (2) The reactants are [CH3:1][C:2]1[CH:7]=[C:6]([CH3:8])[N:5]=[C:4]([N:9]2[CH2:20][CH2:19][C:12]3([C:17](=[O:18])[NH:16][CH2:15][CH2:14][CH2:13]3)[CH2:11][CH2:10]2)[N:3]=1.Br[CH2:22][C:23]1[CH:28]=[CH:27][CH:26]=[CH:25][C:24]=1[C:29]1[O:33][N:32]=[C:31]([CH3:34])[N:30]=1.O. The catalyst is CCCC[N+](CCCC)(CCCC)CCCC.[I-].C1COCC1. The product is [CH3:8][C:6]1[CH:7]=[C:2]([CH3:1])[N:3]=[C:4]([N:9]2[CH2:10][CH2:11][C:12]3([C:17](=[O:18])[N:16]([CH2:22][C:23]4[CH:28]=[CH:27][CH:26]=[CH:25][C:24]=4[C:29]4[O:33][N:32]=[C:31]([CH3:34])[N:30]=4)[CH2:15][CH2:14][CH2:13]3)[CH2:19][CH2:20]2)[N:5]=1. The yield is 0.860. (3) The catalyst is C(Cl)Cl. The reactants are [CH3:1][C:2]1[N:10]=[C:9]2[C:5]([N:6]=[CH:7][N:8]2C2CCCCO2)=[C:4]([C:17]2[C:18]([NH:34][C:35]3[C:36]4[CH:37]=[N:38][N:39](C5CCCCO5)[C:40]=4[CH:41]=[CH:42][CH:43]=3)=[N:19][CH:20]=[C:21]([CH2:23][C:24]3[CH:29]=[CH:28][C:27]([S:30]([CH3:33])(=[O:32])=[O:31])=[CH:26][CH:25]=3)[CH:22]=2)[N:3]=1.[C:50]([OH:56])([C:52]([F:55])([F:54])[F:53])=[O:51]. The yield is 0.0822. The product is [F:53][C:52]([F:55])([F:54])[C:50]([OH:56])=[O:51].[CH3:1][C:2]1[N:10]=[C:9]2[C:5]([N:6]=[CH:7][NH:8]2)=[C:4]([C:17]2[C:18]([NH:34][C:35]3[C:36]4[CH:37]=[N:38][NH:39][C:40]=4[CH:41]=[CH:42][CH:43]=3)=[N:19][CH:20]=[C:21]([CH2:23][C:24]3[CH:25]=[CH:26][C:27]([S:30]([CH3:33])(=[O:32])=[O:31])=[CH:28][CH:29]=3)[CH:22]=2)[N:3]=1. (4) The reactants are Cl.Cl[C:3]1[CH:4]=[CH:5][C:6](=[O:17])[N:7]([CH2:9][CH2:10][N:11]2[CH2:16][CH2:15][O:14][CH2:13][CH2:12]2)[N:8]=1.[Cl:18][C:19]1[CH:20]=[C:21]2[C:25](=[CH:26][CH:27]=1)[NH:24][C:23]([S:28]([N:31]1[CH2:36][CH2:35][N:34]([C:37]([C:39]3[CH:44]=[CH:43][C:42](B(O)O)=[CH:41][CH:40]=3)=O)[CH2:33][CH2:32]1)(=[O:30])=[O:29])=[CH:22]2.C(=O)([O-])[O-:49].[Cs+].[Cs+]. The catalyst is CC(N(C)C)=O.O.C(O)C.[Pd](Cl)Cl.C1(P(C2C=CC=CC=2)C2C=CC=CC=2)C=CC=CC=1.C1(P(C2C=CC=CC=2)C2C=CC=CC=2)C=CC=CC=1. The product is [Cl:18][C:19]1[CH:20]=[C:21]2[C:25](=[CH:26][CH:27]=1)[NH:24][C:23]([S:28]([N:31]1[CH2:32][CH2:33][N:34]([CH2:37][C:39]3[CH:44]=[CH:43][C:42]([C:3]4[CH:4]=[CH:5][C:6](=[O:17])[N:7]([CH2:9][CH2:10][N:11]5[CH2:16][CH2:15][O:14][CH2:13][CH2:12]5)[N:8]=4)=[CH:41][CH:40]=3)[C:35](=[O:49])[CH2:36]1)(=[O:30])=[O:29])=[CH:22]2. The yield is 0.670. (5) The reactants are [CH2:1]([O:8][C:9]1[C:10](NC)=[N:11][C:12]([CH3:15])=[CH:13][CH:14]=1)[C:2]1[CH:7]=[CH:6][CH:5]=[CH:4][CH:3]=1.[CH3:18][NH:19][C:20]([C@@H:22]1[C@@H:26]([N:27]=[N+:28]=[N-:29])[C@@H:25]([OH:30])[C@H:24]([N:31]2[CH:39]=[N:38][C:37]3[C:32]2=[N:33][CH:34]=[N:35][C:36]=3Cl)[O:23]1)=[O:21].[CH2:41]([N:43](CC)CC)C. The catalyst is C(O)C. The product is [CH3:18][NH:19][C:20]([C@@H:22]1[C@@H:26]([N:27]=[N+:28]=[N-:29])[C@@H:25]([OH:30])[C@H:24]([N:31]2[CH:39]=[N:38][C:37]3[C:32]2=[N:33][CH:34]=[N:35][C:36]=3[NH:43][CH2:41][C:10]2[C:9]([O:8][CH2:1][C:2]3[CH:3]=[CH:4][CH:5]=[CH:6][CH:7]=3)=[CH:14][CH:13]=[C:12]([CH3:15])[N:11]=2)[O:23]1)=[O:21]. The yield is 1.00. (6) The reactants are Br[C:2]1[CH:3]=[C:4]([S:15][C:16]2[CH:21]=[CH:20][CH:19]=[CH:18][CH:17]=2)[C:5]([NH:8][C:9]2[S:10][CH:11]=[C:12]([CH3:14])[N:13]=2)=[N:6][CH:7]=1.C[Li].C([Li])CCC.[O:29]1[CH2:34][CH2:33][CH:32]([CH:35]=[O:36])[CH2:31][CH2:30]1.[NH4+].[Cl-:38].Cl. The catalyst is C1COCC1. The product is [ClH:38].[CH3:14][C:12]1[N:13]=[C:9]([NH:8][C:5]2[N:6]=[CH:7][C:2]([CH:35]([CH:32]3[CH2:33][CH2:34][O:29][CH2:30][CH2:31]3)[OH:36])=[CH:3][C:4]=2[S:15][C:16]2[CH:21]=[CH:20][CH:19]=[CH:18][CH:17]=2)[S:10][CH:11]=1. The yield is 0.730. (7) The yield is 0.0660. The product is [F:28][C:26]([F:27])([F:29])[O:25][C:21]1[CH:20]=[C:19]([C:16]2[N:14]3[N:15]=[C:10]([NH:9][CH2:8][CH:6]4[CH2:5][CH2:4][NH:3][C:2](=[O:1])[CH2:7]4)[CH:11]=[CH:12][C:13]3=[N:18][CH:17]=2)[CH:24]=[CH:23][CH:22]=1. The catalyst is C(Cl)Cl. The reactants are [O:1]=[C:2]1[CH2:7][CH:6]([CH2:8][NH:9][C:10]2[CH:11]=[CH:12][C:13]3[N:14]([C:16]([C:19]4[CH:24]=[CH:23][CH:22]=[C:21]([O:25][C:26]([F:29])([F:28])[F:27])[CH:20]=4)=[CH:17][N:18]=3)[N:15]=2)[CH2:5][CH2:4][N:3]1C(OC(C)(C)C)=O.C(O)(C(F)(F)F)=O.